From a dataset of Forward reaction prediction with 1.9M reactions from USPTO patents (1976-2016). Predict the product of the given reaction. (1) Given the reactants [Br:1][C:2]1[CH:7]=[CH:6][C:5]([N:8]=[C:9]=S)=[CH:4][CH:3]=1.[NH2:11][C:12]1[CH:17]=[CH:16][CH:15]=[C:14]([CH:18]([CH3:20])[CH3:19])[C:13]=1[OH:21].C(N(CC)CC)C, predict the reaction product. The product is: [Br:1][C:2]1[CH:7]=[CH:6][C:5]([NH:8][C:9]2[O:21][C:13]3[C:14]([CH:18]([CH3:20])[CH3:19])=[CH:15][CH:16]=[CH:17][C:12]=3[N:11]=2)=[CH:4][CH:3]=1. (2) Given the reactants [OH-].[Na+].C[O:4][C:5](=[O:24])[C:6]1[CH:11]=[CH:10][C:9]([CH2:12][CH2:13][CH2:14][CH2:15][NH:16][C:17]([O:19][C:20]([CH3:23])([CH3:22])[CH3:21])=[O:18])=[CH:8][CH:7]=1, predict the reaction product. The product is: [C:20]([O:19][C:17]([NH:16][CH2:15][CH2:14][CH2:13][CH2:12][C:9]1[CH:8]=[CH:7][C:6]([C:5]([OH:24])=[O:4])=[CH:11][CH:10]=1)=[O:18])([CH3:23])([CH3:21])[CH3:22].